Dataset: Forward reaction prediction with 1.9M reactions from USPTO patents (1976-2016). Task: Predict the product of the given reaction. Given the reactants [CH:1]1([N:6]2[CH2:12][C:11]([F:14])([F:13])[C:10](=[O:15])[N:9]([CH3:16])[C:8]3[CH:17]=[N:18][C:19]([NH:21][C:22]4[CH:30]=[CH:29][C:25]([C:26](O)=[O:27])=[CH:24][C:23]=4[O:31][CH3:32])=[N:20][C:7]2=3)[CH2:5][CH2:4][CH2:3][CH2:2]1.C(N(C(C)C)C(C)C)C.[NH2:42][CH:43]1[CH2:48][CH2:47][N:46]([CH3:49])[CH2:45][CH2:44]1, predict the reaction product. The product is: [CH:1]1([N:6]2[CH2:12][C:11]([F:14])([F:13])[C:10](=[O:15])[N:9]([CH3:16])[C:8]3[CH:17]=[N:18][C:19]([NH:21][C:22]4[CH:30]=[CH:29][C:25]([C:26]([NH:42][CH:43]5[CH2:48][CH2:47][N:46]([CH3:49])[CH2:45][CH2:44]5)=[O:27])=[CH:24][C:23]=4[O:31][CH3:32])=[N:20][C:7]2=3)[CH2:5][CH2:4][CH2:3][CH2:2]1.